Task: Predict the reaction yield, written as a fraction of the theoretical maximum amount of product (1.0 means a 100% yield; for example, 0.34 means a 34% yield).. Dataset: Reaction yield outcomes from USPTO patents with 853,638 reactions The reactants are [N+:1]([C:4]1[C:5]([C:9]([OH:11])=[O:10])=[N:6][NH:7][CH:8]=1)([O-:3])=[O:2].S(Cl)(Cl)=O.[CH3:16]O. No catalyst specified. The product is [CH3:16][O:10][C:9]([C:5]1[C:4]([N+:1]([O-:3])=[O:2])=[CH:8][NH:7][N:6]=1)=[O:11]. The yield is 0.983.